Dataset: Reaction yield outcomes from USPTO patents with 853,638 reactions. Task: Predict the reaction yield, written as a fraction of the theoretical maximum amount of product (1.0 means a 100% yield; for example, 0.34 means a 34% yield). (1) The reactants are [Si:1]([O:8][C@H:9]([C:25]1[CH:34]=[CH:33][C:32]([OH:35])=[C:31]2[C:26]=1[CH:27]=[CH:28][C:29](=[O:36])[NH:30]2)[CH2:10][NH:11][C@@H:12]([CH3:24])[CH2:13][C:14]1[CH:15]=[C:16]([CH2:20][C:21](O)=[O:22])[CH:17]=[CH:18][CH:19]=1)([C:4]([CH3:7])([CH3:6])[CH3:5])([CH3:3])[CH3:2].[O-]S(C(F)(F)F)(=O)=O.C(N(CC)C(C)C)(C)C.[NH2:54][CH2:55][CH2:56][CH2:57][N:58]([CH3:85])[C:59]([CH2:61][CH2:62][N:63]1[CH2:68][CH2:67][CH:66]([O:69][C:70](=[O:84])[NH:71][C:72]2[CH:77]=[CH:76][CH:75]=[CH:74][C:73]=2[C:78]2[CH:83]=[CH:82][CH:81]=[CH:80][CH:79]=2)[CH2:65][CH2:64]1)=[O:60]. The catalyst is CN(C=O)C. The product is [Si:1]([O:8][C@H:9]([C:25]1[CH:34]=[CH:33][C:32]([OH:35])=[C:31]2[C:26]=1[CH:27]=[CH:28][C:29](=[O:36])[NH:30]2)[CH2:10][NH:11][C@@H:12]([CH3:24])[CH2:13][C:14]1[CH:15]=[C:16]([CH2:20][C:21]([NH:54][CH2:55][CH2:56][CH2:57][N:58]([CH3:85])[C:59]([CH2:61][CH2:62][N:63]2[CH2:64][CH2:65][CH:66]([O:69][C:70](=[O:84])[NH:71][C:72]3[CH:77]=[CH:76][CH:75]=[CH:74][C:73]=3[C:78]3[CH:79]=[CH:80][CH:81]=[CH:82][CH:83]=3)[CH2:67][CH2:68]2)=[O:60])=[O:22])[CH:17]=[CH:18][CH:19]=1)([C:4]([CH3:7])([CH3:5])[CH3:6])([CH3:3])[CH3:2]. The yield is 0.240. (2) The catalyst is C1COCC1.O.Cl[Pd](Cl)([P](C1C=CC=CC=1)(C1C=CC=CC=1)C1C=CC=CC=1)[P](C1C=CC=CC=1)(C1C=CC=CC=1)C1C=CC=CC=1. The product is [Cl:13][C:7]1[N:6]=[CH:5][C:4]2[C:9](=[C:10]([Cl:12])[CH:11]=[C:2]([C:18]3[CH:17]=[C:16]([O:15][CH3:14])[CH:21]=[C:20]([O:22][CH3:23])[CH:19]=3)[CH:3]=2)[N:8]=1. The reactants are Br[C:2]1[CH:3]=[C:4]2[C:9](=[C:10]([Cl:12])[CH:11]=1)[N:8]=[C:7]([Cl:13])[N:6]=[CH:5]2.[CH3:14][O:15][C:16]1[CH:17]=[C:18](B(O)O)[CH:19]=[C:20]([O:22][CH3:23])[CH:21]=1.C(=O)([O-])[O-].[Cs+].[Cs+]. The yield is 0.410. (3) The catalyst is CN1C(=O)CCC1.[Br-].C([N+](CCCC)(CCCC)CCCC)CCC. The yield is 0.510. The product is [CH2:25]([N:32]1[CH2:36][CH2:37][C:15]([C:4]2[N:3]=[C:2]([Cl:1])[N:7]=[C:6]([N:8]3[CH2:13][CH2:12][O:11][CH2:10][C@H:9]3[CH3:14])[CH:5]=2)([S:16]([CH:19]([CH3:21])[CH3:20])(=[O:18])=[O:17])[CH2:34][CH2:33]1)[C:26]1[CH:31]=[CH:30][CH:29]=[CH:28][CH:27]=1. The reactants are [Cl:1][C:2]1[N:7]=[C:6]([N:8]2[CH2:13][CH2:12][O:11][CH2:10][C@H:9]2[CH3:14])[CH:5]=[C:4]([CH2:15][S:16]([CH:19]([CH3:21])[CH3:20])(=[O:18])=[O:17])[N:3]=1.[H-].[Na+].Cl.[CH2:25]([N:32]([CH2:36][CH2:37]Cl)[CH2:33][CH2:34]Cl)[C:26]1[CH:31]=[CH:30][CH:29]=[CH:28][CH:27]=1. (4) The reactants are C([NH:9][C:10]([NH:12][CH2:13][CH:14]1[CH2:19][CH2:18][CH:17]([NH:20][C:21](=[O:30])[O:22][CH2:23][C:24]2[CH:29]=[CH:28][CH:27]=[CH:26][CH:25]=2)[CH2:16][CH2:15]1)=[S:11])(=O)C1C=CC=CC=1.C([O-])([O-])=O.[K+].[K+]. The catalyst is CO.O. The product is [CH2:23]([O:22][C:21](=[O:30])[NH:20][CH:17]1[CH2:16][CH2:15][CH:14]([CH2:13][NH:12][C:10]([NH2:9])=[S:11])[CH2:19][CH2:18]1)[C:24]1[CH:25]=[CH:26][CH:27]=[CH:28][CH:29]=1. The yield is 0.950. (5) The reactants are C(C1C=CC=CN=1)=C.C(OC(=O)C)(=O)C.[C-]#N.[K+].C([O-])([O-])=O.[Na+].[Na+].[C:25]([CH2:27][CH2:28][C:29]1[CH:34]=[CH:33][CH:32]=[CH:31][N:30]=1)#[N:26]. The catalyst is O.CCO.[Ni]. The product is [N:30]1[CH:31]=[CH:32][CH:33]=[CH:34][C:29]=1[CH2:28][CH2:27][CH2:25][NH2:26]. The yield is 0.560. (6) The reactants are [CH2:1]([N:3]1[C:7]2=[N:8][C:9]([CH2:48][CH3:49])=[C:10]([CH2:19][NH:20][C:21]([C:23]3[CH:28]=[CH:27][CH:26]=[C:25]([C:29]([NH:31][CH2:32][C:33]4[CH:34]=[C:35]([C:40]5[CH:45]=[CH:44][CH:43]=[C:42]([CH:46]=O)[CH:41]=5)[C:36]([CH3:39])=[CH:37][CH:38]=4)=[O:30])[N:24]=3)=[O:22])[C:11]([NH:12][CH:13]3[CH2:18][CH2:17][O:16][CH2:15][CH2:14]3)=[C:6]2[CH:5]=[N:4]1)[CH3:2].[CH3:50][C@@H:51]1[NH:56][CH2:55][CH2:54][N:53](C(OC(C)(C)C)=O)[CH2:52]1.C(O)(=O)C. The catalyst is CS(C)=O. The product is [CH2:1]([N:3]1[C:7]2=[N:8][C:9]([CH2:48][CH3:49])=[C:10]([CH2:19][NH:20][C:21]([C:23]3[CH:28]=[CH:27][CH:26]=[C:25]([C:29]([NH:31][CH2:32][C:33]4[CH:34]=[C:35]([C:40]5[CH:45]=[CH:44][CH:43]=[C:42]([CH2:46][N:56]6[CH2:55][CH2:54][NH:53][CH2:52][C@@H:51]6[CH3:50])[CH:41]=5)[C:36]([CH3:39])=[CH:37][CH:38]=4)=[O:30])[N:24]=3)=[O:22])[C:11]([NH:12][CH:13]3[CH2:14][CH2:15][O:16][CH2:17][CH2:18]3)=[C:6]2[CH:5]=[N:4]1)[CH3:2]. The yield is 0.330. (7) The reactants are [Br:1][C:2]1[CH:3]=[CH:4][C:5]([F:20])=[C:6]([C@:8]([NH:12][C:13](=[O:19])[O:14][C:15]([CH3:18])([CH3:17])[CH3:16])([CH3:11])[CH2:9][OH:10])[CH:7]=1.CC(OI1(OC(C)=O)(OC(C)=O)OC(=O)C2C=CC=CC1=2)=O. The catalyst is C(Cl)Cl. The product is [Br:1][C:2]1[CH:3]=[CH:4][C:5]([F:20])=[C:6]([C@:8]([NH:12][C:13](=[O:19])[O:14][C:15]([CH3:17])([CH3:16])[CH3:18])([CH3:11])[CH:9]=[O:10])[CH:7]=1. The yield is 0.790. (8) The reactants are [Br:1][C:2]1[CH:7]=[CH:6][C:5]([OH:8])=[C:4]([N+:9]([O-:11])=[O:10])[N:3]=1.C(=O)([O-])[O-:13].[K+].[K+].[CH3:18][CH2:19][O:20][CH2:21][CH3:22]. The yield is 0.890. The catalyst is CC(C)=O.BrCC(OCC)=O. The product is [Br:1][C:2]1[N:3]=[C:4]([N+:9]([O-:11])=[O:10])[C:5]([O:8][CH2:18][C:19]([O:20][CH2:21][CH3:22])=[O:13])=[CH:6][CH:7]=1.